This data is from Forward reaction prediction with 1.9M reactions from USPTO patents (1976-2016). The task is: Predict the product of the given reaction. (1) Given the reactants [C:1](Cl)(=O)[C:2]([Cl:4])=[O:3].[C:7](O)(=O)[CH2:8][CH2:9][CH2:10][CH2:11][CH2:12][CH2:13][CH2:14][CH2:15][CH2:16][CH2:17][CH2:18][CH2:19][CH2:20][CH2:21][CH2:22][CH2:23][CH2:24]CC, predict the reaction product. The product is: [C:2]([Cl:4])(=[O:3])[CH2:1][CH2:24][CH2:23][CH2:22][CH2:21][CH2:20][CH2:19][CH2:18][CH2:17][CH2:16][CH2:15][CH2:14][CH2:13][CH2:12][CH2:11][CH2:10][CH2:9][CH2:8][CH3:7]. (2) Given the reactants [OH-].[Na+].[Cl:3][C:4]1[C:9]([C:10]2[N:14]=[C:13]([C:15]3[CH:20]=[CH:19][C:18]([O:21][CH:22]([CH3:24])[CH3:23])=[C:17]([C:25]#[N:26])[CH:16]=3)[O:12][N:11]=2)=[CH:8][CH:7]=[CH:6][C:5]=1[CH2:27][CH2:28][C:29]([O:31]CC)=[O:30].Cl, predict the reaction product. The product is: [Cl:3][C:4]1[C:9]([C:10]2[N:14]=[C:13]([C:15]3[CH:20]=[CH:19][C:18]([O:21][CH:22]([CH3:24])[CH3:23])=[C:17]([C:25]#[N:26])[CH:16]=3)[O:12][N:11]=2)=[CH:8][CH:7]=[CH:6][C:5]=1[CH2:27][CH2:28][C:29]([OH:31])=[O:30]. (3) Given the reactants [Cl:1][C:2]1[S:6][C:5]2[C:7]3([O:20][CH2:21][C:22]([F:24])([F:23])[C:4]=2[CH:3]=1)[CH2:12][CH2:11][N:10]([CH2:13][C:14]1[C:15]([CH3:19])=[N:16][NH:17][CH:18]=1)[CH2:9][CH2:8]3.C(=O)([O-])[O-].[K+].[K+].I[C:32]1[CH:37]=[CH:36][CH:35]=[CH:34][C:33]=1[CH3:38].CN[C@@H]1CCCC[C@H]1NC, predict the reaction product. The product is: [Cl:1][C:2]1[S:6][C:5]2[C:7]3([CH2:12][CH2:11][N:10]([CH2:13][C:14]4[C:15]([CH3:19])=[N:16][N:17]([C:32]5[CH:37]=[CH:36][CH:35]=[CH:34][C:33]=5[CH3:38])[CH:18]=4)[CH2:9][CH2:8]3)[O:20][CH2:21][C:22]([F:23])([F:24])[C:4]=2[CH:3]=1.